Dataset: Forward reaction prediction with 1.9M reactions from USPTO patents (1976-2016). Task: Predict the product of the given reaction. (1) The product is: [Br:8][C:5]1[CH:6]=[CH:7][C:2]2[N:3]([CH:10]=[C:11]([C:13]3[CH:18]=[CH:17][C:16]([F:19])=[C:15]([F:20])[CH:14]=3)[N:1]=2)[CH:4]=1. Given the reactants [NH2:1][C:2]1[CH:7]=[CH:6][C:5]([Br:8])=[CH:4][N:3]=1.Br[CH2:10][C:11]([C:13]1[CH:18]=[CH:17][C:16]([F:19])=[C:15]([F:20])[CH:14]=1)=O.[OH-].[Na+], predict the reaction product. (2) Given the reactants Cl.[CH2:2]([O:9][C:10]1[CH:15]=[CH:14][C:13]([C@@H:16]2[CH2:18][C@H:17]2[NH:19][CH2:20][C:21]2[O:25][C:24]([NH:26]C(=O)OC(C)(C)C)=[N:23][N:22]=2)=[CH:12][CH:11]=1)[C:3]1[CH:8]=[CH:7][CH:6]=[CH:5][CH:4]=1, predict the reaction product. The product is: [CH2:2]([O:9][C:10]1[CH:11]=[CH:12][C:13]([C@@H:16]2[CH2:18][C@H:17]2[NH:19][CH2:20][C:21]2[O:25][C:24]([NH2:26])=[N:23][N:22]=2)=[CH:14][CH:15]=1)[C:3]1[CH:8]=[CH:7][CH:6]=[CH:5][CH:4]=1. (3) Given the reactants [Cl:1][C:2]1[CH:7]=[CH:6][C:5]([N:8]2[CH2:13][CH2:12][N:11](C(OC(C)(C)C)=O)[CH2:10][CH2:9]2)=[CH:4][C:3]=1[O:21][CH3:22].[ClH:23], predict the reaction product. The product is: [ClH:1].[ClH:23].[Cl:1][C:2]1[CH:7]=[CH:6][C:5]([N:8]2[CH2:9][CH2:10][NH:11][CH2:12][CH2:13]2)=[CH:4][C:3]=1[O:21][CH3:22].